Dataset: Forward reaction prediction with 1.9M reactions from USPTO patents (1976-2016). Task: Predict the product of the given reaction. (1) Given the reactants [CH2:1]([C:3]1[N:8]=[C:7]([C:9]([N:11]2[CH2:16][CH2:15][CH2:14][CH2:13][C@H:12]2[CH2:17][C:18]2[N:19]=[C:20]3[C:25]([CH3:26])=[C:24]([CH3:27])[CH:23]=[CH:22][N:21]3[CH:28]=2)=[O:10])[C:6]([O:29][CH2:30][CH3:31])=[CH:5][CH:4]=1)[CH3:2].[ClH:32], predict the reaction product. The product is: [ClH:32].[CH2:1]([C:3]1[N:8]=[C:7]([C:9]([N:11]2[CH2:16][CH2:15][CH2:14][CH2:13][C@H:12]2[CH2:17][C:18]2[N:19]=[C:20]3[C:25]([CH3:26])=[C:24]([CH3:27])[CH:23]=[CH:22][N:21]3[CH:28]=2)=[O:10])[C:6]([O:29][CH2:30][CH3:31])=[CH:5][CH:4]=1)[CH3:2]. (2) Given the reactants [NH2:1][C:2]1[N:7]=[CH:6][C:5]([C:8]2[N:9]=[C:10]([N:27]3[CH2:32][CH2:31][O:30][CH2:29][CH2:28]3)[C:11]3[S:16][C:15]([C:17]4[CH:18]=[C:19]([CH:23]=[CH:24][CH:25]=4)[C:20]([OH:22])=O)=[C:14]([CH3:26])[C:12]=3[N:13]=2)=[CH:4][N:3]=1.[CH3:33][N:34]1[CH2:39][CH2:38][CH:37]([N:40]2[CH2:45][CH2:44][NH:43][CH2:42][CH2:41]2)[CH2:36][CH2:35]1, predict the reaction product. The product is: [NH2:1][C:2]1[N:7]=[CH:6][C:5]([C:8]2[N:9]=[C:10]([N:27]3[CH2:28][CH2:29][O:30][CH2:31][CH2:32]3)[C:11]3[S:16][C:15]([C:17]4[CH:18]=[C:19]([C:20]([N:43]5[CH2:42][CH2:41][N:40]([CH:37]6[CH2:38][CH2:39][N:34]([CH3:33])[CH2:35][CH2:36]6)[CH2:45][CH2:44]5)=[O:22])[CH:23]=[CH:24][CH:25]=4)=[C:14]([CH3:26])[C:12]=3[N:13]=2)=[CH:4][N:3]=1. (3) Given the reactants [Br:1][C:2]1[CH:3]=[C:4]([CH2:8][CH:9]([NH2:11])[CH3:10])[CH:5]=[CH:6][CH:7]=1.[CH:12](OCC)=[O:13], predict the reaction product. The product is: [Br:1][C:2]1[CH:3]=[C:4]([CH2:8][CH:9]([NH:11][CH:12]=[O:13])[CH3:10])[CH:5]=[CH:6][CH:7]=1. (4) Given the reactants [N:1]1[CH:6]=[CH:5][CH:4]=[C:3]([C:7]2[CH:8]=[C:9]3[C:14](=[CH:15][CH:16]=2)[NH:13][C:12](=S)[CH2:11][CH2:10]3)[CH:2]=1.[CH:18]([NH:20][NH2:21])=O.C1(O)CCCCC1.[F:29][C:30]([F:35])([F:34])[C:31]([OH:33])=[O:32], predict the reaction product. The product is: [F:29][C:30]([F:35])([F:34])[C:31]([OH:33])=[O:32].[N:1]1[CH:6]=[CH:5][CH:4]=[C:3]([C:7]2[CH:8]=[C:9]3[C:14](=[CH:15][CH:16]=2)[N:13]2[CH:18]=[N:20][N:21]=[C:12]2[CH2:11][CH2:10]3)[CH:2]=1. (5) Given the reactants [CH3:1][C:2]([C:7]1[CH:12]=[CH:11][C:10]([N+:13]([O-:15])=[O:14])=[CH:9][CH:8]=1)([CH3:6])[CH2:3][CH2:4][NH2:5].[C:16](Cl)(=[O:18])[CH3:17].C(N(CC)CC)C, predict the reaction product. The product is: [CH3:6][C:2]([C:7]1[CH:8]=[CH:9][C:10]([N+:13]([O-:15])=[O:14])=[CH:11][CH:12]=1)([CH3:1])[CH2:3][CH2:4][NH:5][C:16](=[O:18])[CH3:17]. (6) Given the reactants [C:1]([N:5]1[CH2:10][CH2:9][N:8]([C:11]2[CH:12]=[CH:13][C:14]([N:17]3[C:26]4[C:21](=[CH:22][CH:23]=[CH:24][CH:25]=4)[N:20](C(O)=O)[CH2:19][CH2:18]3)=[N:15][CH:16]=2)[CH2:7][CH2:6]1)([CH3:4])([CH3:3])[CH3:2].Cl.C([O-])(O)=O.[Na+], predict the reaction product. The product is: [C:1]([N:5]1[CH2:10][CH2:9][N:8]([C:11]2[CH:12]=[CH:13][C:14]([N:17]3[C:26]4[C:21](=[CH:22][CH:23]=[CH:24][CH:25]=4)[NH:20][CH2:19][CH2:18]3)=[N:15][CH:16]=2)[CH2:7][CH2:6]1)([CH3:4])([CH3:2])[CH3:3].